This data is from Forward reaction prediction with 1.9M reactions from USPTO patents (1976-2016). The task is: Predict the product of the given reaction. (1) Given the reactants C([O:3][C:4](=O)[CH:5]([CH3:24])[CH2:6][N:7]([C:14]1[C:19]([N+:20]([O-])=O)=[CH:18][N:17]=[C:16]([Cl:23])[N:15]=1)[CH:8]1[CH2:13][CH2:12][O:11][CH2:10][CH2:9]1)C, predict the reaction product. The product is: [Cl:23][C:16]1[N:17]=[CH:18][C:19]2[NH:20][C:4](=[O:3])[CH:5]([CH3:24])[CH2:6][N:7]([CH:8]3[CH2:13][CH2:12][O:11][CH2:10][CH2:9]3)[C:14]=2[N:15]=1. (2) Given the reactants Br[C:2]1[CH:3]=[CH:4][C:5]2[C:10]([CH:11]=1)=[CH:9][N:8]([CH2:12][C:13]1[CH:18]=[C:17]([F:19])[C:16]([OH:20])=[C:15]([F:21])[CH:14]=1)[C:7](=[O:22])[CH:6]=2.[CH2:23]([CH:26]1[CH:30]=[N:29][N:28]=[N:27]1)[C:24]#[CH:25].C(N(CC)CC)C, predict the reaction product. The product is: [F:21][C:15]1[CH:14]=[C:13]([CH:18]=[C:17]([F:19])[C:16]=1[OH:20])[CH2:12][N:8]1[C:7](=[O:22])[CH:6]=[C:5]2[C:10]([CH:11]=[C:2]([C:25]#[C:24][CH2:23][CH:26]3[CH:30]=[N:29][N:28]=[N:27]3)[CH:3]=[CH:4]2)=[CH:9]1. (3) Given the reactants C1(N2C(C(F)(F)F)=C([C:16]3[O:20][N:19]=[C:18]4[C:21]5[C:26]([CH2:27][CH2:28][C:17]=34)=[CH:25][C:24]([CH:29]=[CH2:30])=[CH:23][CH:22]=5)C=N2)C=CC=CC=1.C(C1C=C2C(=CC=1)C(=NO)CCC2)=C.[C:45]1([C:51]2[S:55][N:54]=[C:53](C(OC)=O)[C:52]=2[C:60]([F:63])([F:62])[F:61])[CH:50]=[CH:49][CH:48]=[CH:47][CH:46]=1, predict the reaction product. The product is: [C:45]1([C:51]2[S:55][N:54]=[C:53]([C:16]3[O:20][N:19]=[C:18]4[C:21]5[C:26]([CH2:27][CH2:28][C:17]=34)=[CH:25][C:24]([CH:29]=[CH2:30])=[CH:23][CH:22]=5)[C:52]=2[C:60]([F:63])([F:62])[F:61])[CH:46]=[CH:47][CH:48]=[CH:49][CH:50]=1. (4) Given the reactants Cl[CH2:2][CH:3]([O:13][CH:14]([CH3:16])[CH3:15])[CH:4](Cl)[CH2:5][CH2:6][CH2:7][CH2:8][CH2:9][CH2:10][CH3:11].[S:17]([O-:20])([O-:19])=[O:18].[Na+:21].[Na+].[S:23](S([O-])=O)([O-:26])(=[O:25])=[O:24].[Na+].[Na+].C(=O)([O-])[O-].[Na+].[Na+], predict the reaction product. The product is: [CH3:2][CH:3]([O:13][CH:14]([CH2:16][S:23]([O-:26])(=[O:25])=[O:24])[CH2:15][S:17]([O-:20])(=[O:19])=[O:18])[CH2:4][CH2:5][CH2:6][CH2:7][CH2:8][CH2:9][CH2:10][CH3:11].[Na+:21].[Na+:21]. (5) Given the reactants C(OC([N:11]([C:23]1[C:24]([C:36]([O:38][CH3:39])=[O:37])=[C:25]([C:28]2[CH:33]=[N:32][C:31]([O:34][CH3:35])=[CH:30][N:29]=2)[S:26][CH:27]=1)[C:12]([C:14]1[O:15][C:16]2[CH:22]=[CH:21][CH:20]=[CH:19][C:17]=2[CH:18]=1)=[O:13])=O)C1C=CC=CC=1, predict the reaction product. The product is: [O:15]1[C:16]2[CH:22]=[CH:21][CH:20]=[CH:19][C:17]=2[CH:18]=[C:14]1[C:12]([NH:11][C:23]1[C:24]([C:36]([O:38][CH3:39])=[O:37])=[C:25]([C:28]2[CH:33]=[N:32][C:31]([O:34][CH3:35])=[CH:30][N:29]=2)[S:26][CH:27]=1)=[O:13]. (6) Given the reactants [Cl:1][C:2]1[CH:7]=[CH:6][C:5]([B-:8](O)([OH:10])[OH:9])=[C:4]([F:12])[C:3]=1[O:13][CH3:14].[K+].Cl, predict the reaction product. The product is: [Cl:1][C:2]1[CH:7]=[CH:6][C:5]([B:8]([OH:9])[OH:10])=[C:4]([F:12])[C:3]=1[O:13][CH3:14]. (7) Given the reactants [F:1][C:2]1[CH:10]=[C:9](B2OC(C)(C)C(C)(C)O2)[C:8]2[N:7]3[CH2:20][CH2:21][NH:22][C:23](=[O:24])[C:6]3=[C:5]([CH3:25])[C:4]=2[CH:3]=1.Br[C:27]1[S:28][C:29]([Cl:32])=[CH:30][CH:31]=1, predict the reaction product. The product is: [Cl:32][C:29]1[S:28][C:27]([C:9]2[C:8]3[N:7]4[CH2:20][CH2:21][NH:22][C:23](=[O:24])[C:6]4=[C:5]([CH3:25])[C:4]=3[CH:3]=[C:2]([F:1])[CH:10]=2)=[CH:31][CH:30]=1.